Dataset: Forward reaction prediction with 1.9M reactions from USPTO patents (1976-2016). Task: Predict the product of the given reaction. Given the reactants I([O-])(=O)(=O)=[O:2].[Na+].[F:7][C:8]1[CH:13]=[CH:12][C:11]([F:14])=[CH:10][C:9]=1[C:15]1([S:29]([C:32]2[CH:37]=[CH:36][C:35]([C:38]([F:41])([F:40])[F:39])=[CH:34][CH:33]=2)(=[O:31])=[O:30])[CH2:20][CH2:19][CH:18]([CH2:21][S:22][C:23]2[CH:28]=[CH:27][CH:26]=[CH:25][N:24]=2)[CH2:17][CH2:16]1.[OH2:42], predict the reaction product. The product is: [F:7][C:8]1[CH:13]=[CH:12][C:11]([F:14])=[CH:10][C:9]=1[C:15]1([S:29]([C:32]2[CH:33]=[CH:34][C:35]([C:38]([F:41])([F:39])[F:40])=[CH:36][CH:37]=2)(=[O:31])=[O:30])[CH2:20][CH2:19][CH:18]([CH2:21][S:22]([C:23]2[CH:28]=[CH:27][CH:26]=[CH:25][N:24]=2)(=[O:2])=[O:42])[CH2:17][CH2:16]1.